This data is from Catalyst prediction with 721,799 reactions and 888 catalyst types from USPTO. The task is: Predict which catalyst facilitates the given reaction. (1) Reactant: [I-].ClC1C=CC=C[N+]=1C.[Br:10][C:11]1[CH:28]=[CH:27][C:14]([C:15]([NH:17][C:18]2[CH:26]=[CH:25][C:21]([C:22]([OH:24])=O)=[CH:20][N:19]=2)=[O:16])=[CH:13][N:12]=1.[NH2:29][C:30]1[CH:35]=[CH:34][C:33]([Br:36])=[CH:32][N:31]=1.CCN(C(C)C)C(C)C. Product: [Br:10][C:11]1[CH:28]=[CH:27][C:14]([C:15]([NH:17][C:18]2[CH:26]=[CH:25][C:21]([C:22](=[O:24])[NH:29][C:30]3[CH:35]=[CH:34][C:33]([Br:36])=[CH:32][N:31]=3)=[CH:20][N:19]=2)=[O:16])=[CH:13][N:12]=1. The catalyst class is: 1. (2) Reactant: [C:1]([O:5][C:6]([N:8]1[CH2:12][C:11](=[N:13][O:14][CH3:15])[CH2:10][C@H:9]1[C:16]([OH:18])=O)=[O:7])([CH3:4])([CH3:3])[CH3:2].CN1CCOCC1.C(OC(Cl)=O)C(C)C.[NH2:34][CH2:35][C@H:36]([C:38]1[CH:43]=[CH:42][CH:41]=[CH:40][CH:39]=1)[OH:37]. Product: [OH:37][C@@H:36]([C:38]1[CH:43]=[CH:42][CH:41]=[CH:40][CH:39]=1)[CH2:35][NH:34][C:16]([C@@H:9]1[CH2:10][C:11](=[N:13][O:14][CH3:15])[CH2:12][N:8]1[C:6]([O:5][C:1]([CH3:2])([CH3:3])[CH3:4])=[O:7])=[O:18]. The catalyst class is: 1. (3) Reactant: [NH2:1][C@@H:2]([CH2:33][C:34]1[CH:39]=[CH:38][CH:37]=[CH:36][CH:35]=1)[CH2:3][C@H:4]([OH:32])[C@@H:5]([NH:19][C:20]([C@@H:22]([NH:27][C:28](=[O:31])[O:29][CH3:30])[C:23]([CH3:26])([CH3:25])[CH3:24])=[O:21])[CH2:6][C:7]1[CH:12]=[CH:11][C:10]([C:13]2[CH:18]=[CH:17][CH:16]=[CH:15][N:14]=2)=[CH:9][CH:8]=1.[CH3:40][C@@H:41]([CH2:60][CH3:61])[C@H:42]([N:46]1[CH2:50][CH2:49][N:48]([CH2:51][C:52]2[CH:57]=[CH:56][CH:55]=[C:54]([CH3:58])[N:53]=2)[C:47]1=[O:59])[C:43](O)=[O:44].CCOP(ON1N=NC2C=CC=CC=2C1=O)(OCC)=O.C(N(CC)C(C)C)(C)C. Product: [OH:32][C@@H:4]([CH2:3][C@@H:2]([NH:1][C:43](=[O:44])[C@@H:42]([N:46]1[CH2:50][CH2:49][N:48]([CH2:51][C:52]2[CH:57]=[CH:56][CH:55]=[C:54]([CH3:58])[N:53]=2)[C:47]1=[O:59])[CH:41]([CH3:40])[CH2:60][CH3:61])[CH2:33][C:34]1[CH:35]=[CH:36][CH:37]=[CH:38][CH:39]=1)[C@@H:5]([NH:19][C:20]([C@@H:22]([NH:27][C:28](=[O:31])[O:29][CH3:30])[C:23]([CH3:25])([CH3:26])[CH3:24])=[O:21])[CH2:6][C:7]1[CH:12]=[CH:11][C:10]([C:13]2[CH:18]=[CH:17][CH:16]=[CH:15][N:14]=2)=[CH:9][CH:8]=1. The catalyst class is: 1. (4) Reactant: [F:1][C:2]1[CH:3]=[C:4]([C@H:8]2[CH2:12][CH2:11][CH2:10][N:9]2[C:13]2[CH:18]=[CH:17][N:16]3[N:19]=[CH:20][C:21]([C:22]([OH:24])=O)=[C:15]3[N:14]=2)[CH:5]=[N:6][CH:7]=1.CN(C(ON1N=NC2C=CC=NC1=2)=[N+](C)C)C.F[P-](F)(F)(F)(F)F.FC(F)(F)C(O)=O.[CH3:56][O:57][CH:58]1[CH2:61][NH:60][CH2:59]1.CCN(C(C)C)C(C)C. Product: [F:1][C:2]1[CH:3]=[C:4]([C@H:8]2[CH2:12][CH2:11][CH2:10][N:9]2[C:13]2[CH:18]=[CH:17][N:16]3[N:19]=[CH:20][C:21]([C:22]([N:60]4[CH2:61][CH:58]([O:57][CH3:56])[CH2:59]4)=[O:24])=[C:15]3[N:14]=2)[CH:5]=[N:6][CH:7]=1. The catalyst class is: 3.